This data is from Full USPTO retrosynthesis dataset with 1.9M reactions from patents (1976-2016). The task is: Predict the reactants needed to synthesize the given product. (1) Given the product [CH3:47][O:43][NH:33][C:22](=[O:24])[CH2:21][CH2:20][CH2:19][CH2:18][CH2:17][O:16][C:13]1[CH:14]=[CH:15][C:10]2[N:9]=[C:8]([C:25]3[CH:30]=[CH:29][CH:28]=[CH:27][CH:26]=3)[N:7]([C:1]3[CH:2]=[CH:3][CH:4]=[CH:5][CH:6]=3)[C:11]=2[CH:12]=1, predict the reactants needed to synthesize it. The reactants are: [C:1]1([N:7]2[C:11]3[CH:12]=[C:13]([O:16][CH2:17][CH2:18][CH2:19][CH2:20][CH2:21][C:22]([OH:24])=O)[CH:14]=[CH:15][C:10]=3[N:9]=[C:8]2[C:25]2[CH:30]=[CH:29][CH:28]=[CH:27][CH:26]=2)[CH:6]=[CH:5][CH:4]=[CH:3][CH:2]=1.C(N1C=CN=C1)([N:33]1C=CN=C1)=O.[O:43]1[CH2:47]CCC1. (2) Given the product [CH3:6][O:7][C:8](=[O:46])[C@@H:9]([NH2:38])[CH2:10][S:11][CH2:12][C:13]1[CH:18]=[CH:17][C:16]([C:19]2[CH:20]=[CH:21][C:22]([C:25]3[C:30]4[O:31][C:32]5[CH:37]=[CH:36][CH:35]=[CH:34][C:33]=5[C:29]=4[CH:28]=[CH:27][CH:26]=3)=[CH:23][CH:24]=2)=[CH:15][CH:14]=1, predict the reactants needed to synthesize it. The reactants are: [Si](I)(C)(C)C.[CH3:6][O:7][C:8](=[O:46])[C@@H:9]([NH:38]C(OC(C)(C)C)=O)[CH2:10][S:11][CH2:12][C:13]1[CH:18]=[CH:17][C:16]([C:19]2[CH:24]=[CH:23][C:22]([C:25]3[C:30]4[O:31][C:32]5[CH:37]=[CH:36][CH:35]=[CH:34][C:33]=5[C:29]=4[CH:28]=[CH:27][CH:26]=3)=[CH:21][CH:20]=2)=[CH:15][CH:14]=1.C(=O)(O)[O-].[Na+]. (3) Given the product [Cl:1][C:2]1[C:18]([C:19]2([C:22]#[N:23])[CH2:21][CH2:20]2)=[CH:17][CH:16]=[CH:15][C:3]=1[C:4]([NH:6][C:7]1[CH:12]=[C:11]([O:13][C:25]2[CH:30]=[CH:29][C:28]([N+:31]([O-:33])=[O:32])=[CH:27][N:26]=2)[CH:10]=[CH:9][C:8]=1[F:14])=[O:5], predict the reactants needed to synthesize it. The reactants are: [Cl:1][C:2]1[C:18]([C:19]2([C:22]#[N:23])[CH2:21][CH2:20]2)=[CH:17][CH:16]=[CH:15][C:3]=1[C:4]([NH:6][C:7]1[CH:12]=[C:11]([OH:13])[CH:10]=[CH:9][C:8]=1[F:14])=[O:5].Cl[C:25]1[CH:30]=[CH:29][C:28]([N+:31]([O-:33])=[O:32])=[CH:27][N:26]=1.C(=O)([O-])[O-].[K+].[K+].O.